This data is from Forward reaction prediction with 1.9M reactions from USPTO patents (1976-2016). The task is: Predict the product of the given reaction. (1) The product is: [C:1]([O:5][C:6](=[O:31])[NH:7][C@@H:8]1[C@@H:13]([C:14]2[CH:19]=[C:18]([F:20])[C:17]([F:21])=[CH:16][C:15]=2[F:22])[CH2:12][CH2:11][N:10]([C:23]2[CH:28]=[CH:27][C:26]3[C:25]([N:24]=2)=[N:30][C:33]([CH3:36])=[CH:34][N:29]=3)[CH2:9]1)([CH3:4])([CH3:2])[CH3:3]. Given the reactants [C:1]([O:5][C:6](=[O:31])[NH:7][C@@H:8]1[C@@H:13]([C:14]2[CH:19]=[C:18]([F:20])[C:17]([F:21])=[CH:16][C:15]=2[F:22])[CH2:12][CH2:11][N:10]([C:23]2[CH:28]=[CH:27][C:26]([NH2:29])=[C:25]([NH2:30])[N:24]=2)[CH2:9]1)([CH3:4])([CH3:3])[CH3:2].O=[C:33]([CH3:36])[CH:34]=O.C(=O)(O)[O-], predict the reaction product. (2) Given the reactants C[O:2][C:3]1[CH:8]=[C:7](OC)[CH:6]=[CH:5][C:4]=1[C:11]1[C:12](=[O:27])[O:13][C:14]2[C:19]([C:20]=1[CH3:21])=[CH:18][CH:17]=[C:16]([O:22]C(=O)C)[C:15]=2O.C[O:29]C1C=C(OC)C=CC=1C1C(C)=C2C(=CC(OC(=O)C)(O)C=C2)OC1=O, predict the reaction product. The product is: [OH:2][C:3]1[C:8]([OH:29])=[CH:7][CH:6]=[CH:5][C:4]=1[C:11]1[C:12](=[O:27])[O:13][C:14]2[C:19]([C:20]=1[CH3:21])=[CH:18][CH:17]=[C:16]([OH:22])[CH:15]=2. (3) Given the reactants [OH:1][CH:2]1[C:7]([C:8]2[C:13]([O:14][CH3:15])=[CH:12][C:11]([O:16][CH3:17])=[CH:10][C:9]=2[O:18][CH3:19])=[CH:6][CH2:5][N:4]([CH3:20])[CH2:3]1.C(N(CC)CC)C.Cl[C:29]([O:31][CH3:32])=[O:30].O, predict the reaction product. The product is: [CH3:32][O:31][C:29]([O:1][CH:2]1[C:7]([C:8]2[C:13]([O:14][CH3:15])=[CH:12][C:11]([O:16][CH3:17])=[CH:10][C:9]=2[O:18][CH3:19])=[CH:6][CH2:5][N:4]([CH3:20])[CH2:3]1)=[O:30]. (4) Given the reactants [Cl:1][C:2]1[CH:7]=[C:6]([N+:8]([O-:10])=[O:9])[CH:5]=[CH:4][C:3]=1[CH2:11][C:12]([OH:14])=[O:13].[CH3:15][Si](Cl)(C)C, predict the reaction product. The product is: [Cl:1][C:2]1[CH:7]=[C:6]([N+:8]([O-:10])=[O:9])[CH:5]=[CH:4][C:3]=1[CH2:11][C:12]([O:14][CH3:15])=[O:13]. (5) Given the reactants [CH3:1][C:2]1([CH3:13])[O:11][C:10]2[C:5](=[CH:6][N:7]=[CH:8][CH:9]=2)[CH:4]2[O:12][CH:3]12.[Cl:14][C:15]1[CH:20]=[CH:19][C:18]([N:21]2[CH:25]=[CH:24][C:23](=[O:26])[NH:22]2)=[CH:17][CH:16]=1, predict the reaction product. The product is: [Cl:14][C:15]1[CH:16]=[CH:17][C:18]([N:21]2[CH:25]=[CH:24][C:23]([O:26][CH:4]3[C:5]4[CH:6]=[N:7][CH:8]=[CH:9][C:10]=4[O:11][C:2]([CH3:1])([CH3:13])[CH:3]3[OH:12])=[N:22]2)=[CH:19][CH:20]=1. (6) Given the reactants [F:1][C:2]1[CH:3]=[CH:4][C:5]([O:42][CH3:43])=[C:6]([C:8]2[CH:13]=[CH:12][N:11]=[C:10]3[N:14]([S:32]([C:35]4[CH:41]=[CH:40][C:38]([CH3:39])=[CH:37][CH:36]=4)(=[O:34])=[O:33])[C:15]([C:17]4([OH:31])[CH2:30][C:19]5([CH2:22][N:21]([C:23]([O:25][C:26]([CH3:29])([CH3:28])[CH3:27])=[O:24])[CH2:20]5)[CH2:18]4)=[CH:16][C:9]=23)[CH:7]=1.N1C=CC=CC=1.[F:50][C:51]([F:62])([F:61])[C:52](O[C:52](=[O:53])[C:51]([F:62])([F:61])[F:50])=[O:53], predict the reaction product. The product is: [F:1][C:2]1[CH:3]=[CH:4][C:5]([O:42][CH3:43])=[C:6]([C:8]2[CH:13]=[CH:12][N:11]=[C:10]3[N:14]([S:32]([C:35]4[CH:41]=[CH:40][C:38]([CH3:39])=[CH:37][CH:36]=4)(=[O:34])=[O:33])[C:15]([C:17]4([O:31][C:52](=[O:53])[C:51]([F:62])([F:61])[F:50])[CH2:18][C:19]5([CH2:22][N:21]([C:23]([O:25][C:26]([CH3:28])([CH3:29])[CH3:27])=[O:24])[CH2:20]5)[CH2:30]4)=[CH:16][C:9]=23)[CH:7]=1. (7) Given the reactants [Br:1][C:2]1[CH:3]=[CH:4][C:5]([CH3:12])=[C:6]([CH2:8][C:9]([OH:11])=O)[CH:7]=1.S(Cl)(Cl)=O.Cl.[NH2:18][C:19]1([C:25]([O:27][CH3:28])=[O:26])[CH2:24][CH2:23][CH2:22][CH2:21][CH2:20]1.C(N(CC)CC)C, predict the reaction product. The product is: [Br:1][C:2]1[CH:3]=[CH:4][C:5]([CH3:12])=[C:6]([CH2:8][C:9]([NH:18][C:19]2([C:25]([O:27][CH3:28])=[O:26])[CH2:24][CH2:23][CH2:22][CH2:21][CH2:20]2)=[O:11])[CH:7]=1.